Task: Predict the reactants needed to synthesize the given product.. Dataset: Full USPTO retrosynthesis dataset with 1.9M reactions from patents (1976-2016) (1) Given the product [Br:12][C:8]1[CH:9]=[CH:10][CH:11]=[C:6]([O:4][CH2:1][CH2:2][CH3:3])[N:7]=1, predict the reactants needed to synthesize it. The reactants are: [CH2:1]([OH:4])[CH2:2][CH3:3].Br[C:6]1[CH:11]=[CH:10][CH:9]=[C:8]([Br:12])[N:7]=1. (2) Given the product [CH3:1][S@:2](=[N:3][C:4]([C:5]1[CH:10]=[C:9]([C:11]#[C:12][C:26]2[S:30][C:29]([NH:31][C:32](=[O:38])[O:33][C:34]([CH3:36])([CH3:35])[CH3:37])=[N:28][CH:27]=2)[CH:8]=[N:7][CH:6]=1)=[O:17])(=[O:24])[C:18]1[CH:23]=[CH:22][CH:21]=[CH:20][CH:19]=1, predict the reactants needed to synthesize it. The reactants are: [CH3:1][S:2](=[O:24])([C:18]1[CH:23]=[CH:22][CH:21]=[CH:20][CH:19]=1)=[N:3][C:4](=[O:17])[C:5]1[CH:10]=[C:9]([C:11]#[C:12][Si](C)(C)C)[CH:8]=[N:7][CH:6]=1.Br[C:26]1[S:30][C:29]([NH:31][C:32](=[O:38])[O:33][C:34]([CH3:37])([CH3:36])[CH3:35])=[N:28][CH:27]=1.C1(P(C2C=CC=CC=2)C2C=CC=CC=2)C=CC=CC=1.C(N(CC)CC)C.[H][H].N#N.[F-].C([N+](CCCC)(CCCC)CCCC)CCC. (3) The reactants are: [C:1]([O:4][C:5]1[CH:10]=[CH:9][C:8]([C:11]#[C:12][C:13]2[O:14][C:15]3[CH:21]=[C:20]([O:22][CH3:23])[CH:19]=[CH:18][C:16]=3[CH:17]=2)=[CH:7][CH:6]=1)(=O)[CH3:2].C([O-])([O-])=[O:25].[K+].[K+].CN(C=O)C. Given the product [CH3:23][O:22][C:20]1[CH:19]=[CH:18][C:16]2[CH2:17][CH:13]([CH2:12][CH2:11][C:8]3[CH:9]=[CH:10][C:5]([O:4][CH2:1][CH2:2][OH:25])=[CH:6][CH:7]=3)[O:14][C:15]=2[CH:21]=1, predict the reactants needed to synthesize it. (4) The reactants are: C[Si](C)(C)N[Si](C)(C)C.[Li].[CH3:11][P:12](=[O:17])([O:15][CH3:16])[O:13][CH3:14].[CH3:18][O:19][C:20]1[N:29]=[CH:28][CH:27]=[CH:26][C:21]=1[C:22](OC)=[O:23]. Given the product [CH3:18][O:19][C:20]1[C:21]([C:22](=[O:23])[CH2:11][P:12](=[O:17])([O:15][CH3:16])[O:13][CH3:14])=[CH:26][CH:27]=[CH:28][N:29]=1, predict the reactants needed to synthesize it. (5) Given the product [Br:18][C:19]1[CH:26]=[CH:25][C:22]([CH2:23][O:12][CH2:11][CH2:10][C@@H:9]([C:13]([OH:15])=[O:14])[NH:8][C:1]([O:3][C:4]([CH3:7])([CH3:6])[CH3:5])=[O:2])=[CH:21][CH:20]=1, predict the reactants needed to synthesize it. The reactants are: [C:1]([NH:8][C@H:9]([C:13]([OH:15])=[O:14])[CH2:10][CH2:11][OH:12])([O:3][C:4]([CH3:7])([CH3:6])[CH3:5])=[O:2].[H-].[Na+].[Br:18][C:19]1[CH:26]=[CH:25][C:22]([CH2:23]Br)=[CH:21][CH:20]=1.